This data is from Catalyst prediction with 721,799 reactions and 888 catalyst types from USPTO. The task is: Predict which catalyst facilitates the given reaction. (1) Reactant: [CH3:1][N:2]1[C:6]([N:7]2[CH:11]=[CH:10][CH:9]=[CH:8]2)=[C:5]([C:12]([OH:14])=O)[CH:4]=[N:3]1.N1C=CC=CC=1.N1C(F)=NC(F)=NC=1[F:23]. Product: [CH3:1][N:2]1[C:6]([N:7]2[CH:11]=[CH:10][CH:9]=[CH:8]2)=[C:5]([C:12]([F:23])=[O:14])[CH:4]=[N:3]1. The catalyst class is: 4. (2) Reactant: [CH2:1]([O:8][C@@H:9]1[CH2:14][CH2:13][C@@H:12]([N:15]=[N+]=[N-])[CH2:11][C@@H:10]1[CH3:18])[C:2]1[CH:7]=[CH:6][CH:5]=[CH:4][CH:3]=1.[OH-].[Na+].[C:21](O[C:21]([O:23][C:24]([CH3:27])([CH3:26])[CH3:25])=[O:22])([O:23][C:24]([CH3:27])([CH3:26])[CH3:25])=[O:22]. Product: [CH2:1]([O:8][C@@H:9]1[CH2:14][CH2:13][C@@H:12]([NH:15][C:21](=[O:22])[O:23][C:24]([CH3:27])([CH3:26])[CH3:25])[CH2:11][C@@H:10]1[CH3:18])[C:2]1[CH:7]=[CH:6][CH:5]=[CH:4][CH:3]=1. The catalyst class is: 19. (3) Reactant: Br[C:2]1[CH:3]=[C:4]([C@@H:8]2[C@@H:12]([C:13]3[CH:18]=[C:17]([F:19])[CH:16]=[CH:15][C:14]=3[F:20])[O:11][C:10](=[O:21])[NH:9]2)[CH:5]=[N:6][CH:7]=1.[C:22]([C:24]1[CH:29]=[CH:28][CH:27]=[CH:26][CH:25]=1)#[CH:23].C1(P(C2C=CC=CC=2)C2C=CC=CC=2)C=CC=CC=1. Product: [F:20][C:14]1[CH:15]=[CH:16][C:17]([F:19])=[CH:18][C:13]=1[C@H:12]1[O:11][C:10](=[O:21])[NH:9][C@@H:8]1[C:4]1[CH:5]=[N:6][CH:7]=[C:2]([C:23]#[C:22][C:24]2[CH:29]=[CH:28][CH:27]=[CH:26][CH:25]=2)[CH:3]=1. The catalyst class is: 337. (4) Reactant: [F:1][C:2]([F:18])([S:14]([O-:17])(=[O:16])=[O:15])[C:3]([F:13])([F:12])[CH2:4][CH2:5][O:6][C:7](=[O:11])[C:8]([CH3:10])=[CH2:9].[K+].[Br-].[C:21]1([C:27]2[C:35]3[C:34]4[CH:36]=[CH:37][CH:38]=[CH:39][C:33]=4[SH+:32][C:31]=3[CH:30]=[CH:29][CH:28]=2)[CH:26]=[CH:25][CH:24]=[CH:23][CH:22]=1. Product: [F:18][C:2]([F:1])([S:14]([O-:17])(=[O:16])=[O:15])[C:3]([F:13])([F:12])[CH2:4][CH2:5][O:6][C:7](=[O:11])[C:8]([CH3:10])=[CH2:9].[C:21]1([C:27]2[C:35]3[C:34]4[CH:36]=[CH:37][CH:38]=[CH:39][C:33]=4[SH+:32][C:31]=3[CH:30]=[CH:29][CH:28]=2)[CH:22]=[CH:23][CH:24]=[CH:25][CH:26]=1. The catalyst class is: 4.